This data is from Forward reaction prediction with 1.9M reactions from USPTO patents (1976-2016). The task is: Predict the product of the given reaction. (1) Given the reactants [S:1]1[CH:5]=[CH:4][CH:3]=[C:2]1[CH2:6][NH2:7].[C:8](O[C:8]([O:10][C:11]([CH3:14])([CH3:13])[CH3:12])=[O:9])([O:10][C:11]([CH3:14])([CH3:13])[CH3:12])=[O:9].C(N(CC)CC)C, predict the reaction product. The product is: [S:1]1[CH:5]=[CH:4][CH:3]=[C:2]1[CH2:6][NH:7][C:8](=[O:9])[O:10][C:11]([CH3:14])([CH3:13])[CH3:12]. (2) Given the reactants [Cl:1][C:2]1[C:3]([F:21])=[C:4]([C:8]2([OH:20])[CH2:12][CH2:11][N:10](C(OC(C)(C)C)=O)[CH2:9]2)[CH:5]=[CH:6][CH:7]=1.FC(F)(F)C(O)=O, predict the reaction product. The product is: [Cl:1][C:2]1[C:3]([F:21])=[C:4]([C:8]2([OH:20])[CH2:12][CH2:11][NH:10][CH2:9]2)[CH:5]=[CH:6][CH:7]=1. (3) Given the reactants [O:1]=[C:2]([CH3:15])[CH2:3][CH2:4][N-:5][CH2:6][CH:7]=[CH:8][C:9]1[CH:14]=[CH:13][CH:12]=[CH:11][CH:10]=1.[Cl:16][C:17]1[CH:18]=[C:19]([CH:22]=[CH:23][CH:24]=1)[CH:20]=O.N1CCCCC1.C(O)(=[O:33])C, predict the reaction product. The product is: [C:2]([C:3](=[CH:20][C:19]1[CH:22]=[CH:23][CH:24]=[C:17]([Cl:16])[CH:18]=1)[C:4]([NH:5][CH2:6][CH:7]=[CH:8][C:9]1[CH:10]=[CH:11][CH:12]=[CH:13][CH:14]=1)=[O:33])(=[O:1])[CH3:15].